This data is from Full USPTO retrosynthesis dataset with 1.9M reactions from patents (1976-2016). The task is: Predict the reactants needed to synthesize the given product. Given the product [NH2:8][C:9]1[C:14]([C:27]#[C:26][C:23]2[CH:24]=[CH:25][C:20]([C:19]([F:18])([F:29])[F:30])=[CH:21][CH:22]=2)=[C:13]([CH3:16])[N:12]=[CH:11][N:10]=1, predict the reactants needed to synthesize it. The reactants are: C(OC([NH:8][C:9]1[C:14](I)=[C:13]([CH3:16])[N:12]=[CH:11][N:10]=1)=O)(C)(C)C.[Br-].[F:18][C:19]([F:30])([F:29])[C:20]1[CH:25]=[CH:24][C:23]([C:26]#[C:27][Zn+])=[CH:22][CH:21]=1.O1CCCC1.FC(F)(F)C(O)=O.